This data is from Full USPTO retrosynthesis dataset with 1.9M reactions from patents (1976-2016). The task is: Predict the reactants needed to synthesize the given product. Given the product [F:19][C:11]1[CH:10]=[C:9]([C:6]2[CH:7]=[CH:8][C:3]([CH2:1][CH3:2])=[CH:4][CH:5]=2)[CH:14]=[C:13]([F:15])[C:12]=1[C:21]1[S:22][C:23]([CH2:26][CH3:27])=[CH:24][CH:25]=1, predict the reactants needed to synthesize it. The reactants are: [CH2:1]([C:3]1[CH:8]=[CH:7][C:6]([C:9]2[CH:14]=[C:13]([F:15])[C:12](B(O)O)=[C:11]([F:19])[CH:10]=2)=[CH:5][CH:4]=1)[CH3:2].Br[C:21]1[S:22][C:23]([CH2:26][CH3:27])=[CH:24][CH:25]=1.